Dataset: Forward reaction prediction with 1.9M reactions from USPTO patents (1976-2016). Task: Predict the product of the given reaction. (1) Given the reactants S(Cl)([Cl:3])=O.[CH2:5]([C:7]1[C:12]([CH2:13]O)=[CH:11][CH:10]=[CH:9][C:8]=1[C:15]1[CH:20]=[CH:19][C:18]([O:21][CH3:22])=[CH:17][CH:16]=1)[CH3:6], predict the reaction product. The product is: [CH3:22][O:21][C:18]1[CH:19]=[CH:20][C:15]([C:8]2[CH:9]=[CH:10][CH:11]=[C:12]([CH2:13][Cl:3])[C:7]=2[CH2:5][CH3:6])=[CH:16][CH:17]=1. (2) The product is: [C:30]([O:34][C:35](=[O:45])[NH:36][CH2:37][C:38]1[N:43]=[CH:42][C:41]([C:15]2[CH:16]=[CH:17][C:12]([C@H:8]3[O:7][C:6]([CH3:27])([CH3:28])[N:5]([C:3](=[O:4])[CH:2]([F:29])[F:1])[C@@H:9]3[CH2:10][F:11])=[CH:13][CH:14]=2)=[CH:40][N:39]=1)([CH3:33])([CH3:31])[CH3:32]. Given the reactants [F:1][CH:2]([F:29])[C:3]([N:5]1[C@H:9]([CH2:10][F:11])[C@@H:8]([C:12]2[CH:17]=[CH:16][C:15](B3OC(C)(C)C(C)(C)O3)=[CH:14][CH:13]=2)[O:7][C:6]1([CH3:28])[CH3:27])=[O:4].[C:30]([O:34][C:35](=[O:45])[NH:36][CH2:37][C:38]1[N:43]=[CH:42][C:41](Cl)=[CH:40][N:39]=1)([CH3:33])([CH3:32])[CH3:31].C([O-])([O-])=O.[K+].[K+].C(Cl)Cl, predict the reaction product. (3) Given the reactants [CH3:1][N:2]1[CH2:6][CH2:5][CH2:4][C:3]1=O.C([Mg]Br)(C)C.O.[CH2:14]1[CH2:18]O[CH2:16][CH2:15]1, predict the reaction product. The product is: [N:2]1[C:3]2[C:4](=[CH:18][CH:14]=[CH:15][CH:16]=2)[CH:5]=[CH:6][CH:1]=1.